Dataset: Catalyst prediction with 721,799 reactions and 888 catalyst types from USPTO. Task: Predict which catalyst facilitates the given reaction. Reactant: CO[CH:3]=[C:4]([C:11]([O:13][CH3:14])=[O:12])[CH:5]=[CH:6][C:7]([O:9]C)=O.[NH2:15][C:16]1[S:17][CH:18]=[CH:19][N:20]=1. Product: [O:9]=[C:7]1[N:15]([C:16]2[S:17][CH:18]=[CH:19][N:20]=2)[CH:3]=[C:4]([C:11]([O:13][CH3:14])=[O:12])[CH:5]=[CH:6]1. The catalyst class is: 3.